This data is from Full USPTO retrosynthesis dataset with 1.9M reactions from patents (1976-2016). The task is: Predict the reactants needed to synthesize the given product. (1) Given the product [Cl:32][C:27]1[CH:26]=[C:25]2[C:30](=[C:29]([Cl:31])[CH:28]=1)[C:11]1([CH:12]=[CH:13][N:8]([C:6]([O:5][C:1]([CH3:4])([CH3:3])[CH3:2])=[O:7])[CH2:9][CH2:10]1)[N:14]([CH2:15][C:16]1[CH:21]=[CH:20][C:19]([O:22][CH3:23])=[CH:18][CH:17]=1)[C:24]2=[O:34], predict the reactants needed to synthesize it. The reactants are: [C:1]([O:5][C:6]([N:8]1[CH2:13][CH:12]=[C:11]([N:14]([C:24](=[O:34])[C:25]2[CH:30]=[C:29]([Cl:31])[CH:28]=[C:27]([Cl:32])[C:26]=2I)[CH2:15][C:16]2[CH:21]=[CH:20][C:19]([O:22][CH3:23])=[CH:18][CH:17]=2)[CH2:10][CH2:9]1)=[O:7])([CH3:4])([CH3:3])[CH3:2].C1C=CC(P(C2C=CC=CC=2)C2C=CC=CC=2)=CC=1.C([O-])([O-])=O.[K+].[K+]. (2) Given the product [CH2:20]([O:22]/[N:23]=[C:13](/[C:9]1[CH:10]=[CH:11][CH:12]=[C:7]([O:6][C:5]2[CH:16]=[CH:17][C:2]([NH2:1])=[CH:3][C:4]=2[Cl:18])[CH:8]=1)\[CH3:14])[CH3:21], predict the reactants needed to synthesize it. The reactants are: [NH2:1][C:2]1[CH:17]=[CH:16][C:5]([O:6][C:7]2[CH:8]=[C:9]([C:13](=O)[CH3:14])[CH:10]=[CH:11][CH:12]=2)=[C:4]([Cl:18])[CH:3]=1.Cl.[CH2:20]([O:22][NH2:23])[CH3:21].C([O-])(=O)C.[Na+]. (3) Given the product [F:41][C:19]1[CH:20]=[C:21]([NH:24][C:25]([C:27]2[C:32](=[O:33])[N:31]([C:34]3[CH:35]=[CH:36][C:37]([F:40])=[CH:38][CH:39]=3)[N:30]=[CH:29][CH:28]=2)=[O:26])[CH:22]=[CH:23][C:18]=1[O:17][C:16]1[CH:15]=[CH:14][N:13]=[C:12]2[NH:8][N:9]=[C:10]([N:42]3[CH2:47][CH2:46][CH:45]([NH:48][CH3:49])[CH2:44][CH2:43]3)[C:11]=12, predict the reactants needed to synthesize it. The reactants are: COC1C=CC(C[N:8]2[C:12]3=[N:13][CH:14]=[CH:15][C:16]([O:17][C:18]4[CH:23]=[CH:22][C:21]([NH:24][C:25]([C:27]5[C:32](=[O:33])[N:31]([C:34]6[CH:39]=[CH:38][C:37]([F:40])=[CH:36][CH:35]=6)[N:30]=[CH:29][CH:28]=5)=[O:26])=[CH:20][C:19]=4[F:41])=[C:11]3[C:10]([N:42]3[CH2:47][CH2:46][CH:45]([N:48](C)[C:49](=O)OC(C)(C)C)[CH2:44][CH2:43]3)=[N:9]2)=CC=1.C(O)(C(F)(F)F)=O. (4) The reactants are: CO[C:3]1[CH:4]=[C:5]2[C:10](=[CH:11][CH:12]=1)C(OC1CC3N(C(=O)N(C)CCCCC=CC4C(C(O)=O)(NC3=O)C4)C1)=NC=C2.Cl[C:39]1[N:40]=[C:41]([O:51][CH:52]2[CH2:69][CH:68]3[N:54]([C:55](=[O:81])[N:56]([CH3:80])[CH2:57][CH2:58][CH2:59][CH2:60][CH:61]=[CH:62][CH:63]4[C:65]([C:71]([NH:73][S:74]([CH:77]5[CH2:79][CH2:78]5)(=[O:76])=[O:75])=[O:72])([NH:66][C:67]3=[O:70])[CH2:64]4)[CH2:53]2)[C:42]2[C:47]([CH:48]=1)=[CH:46][C:45]([O:49][CH3:50])=[CH:44][CH:43]=2. Given the product [C:3]1([C:39]2[N:40]=[C:41]([O:51][CH:52]3[CH2:69][CH:68]4[N:54]([C:55](=[O:81])[N:56]([CH3:80])[CH2:57][CH2:58][CH2:59][CH2:60][CH:61]=[CH:62][CH:63]5[C:65]([C:71]([NH:73][S:74]([CH:77]6[CH2:79][CH2:78]6)(=[O:75])=[O:76])=[O:72])([NH:66][C:67]4=[O:70])[CH2:64]5)[CH2:53]3)[C:42]3[C:47]([CH:48]=2)=[CH:46][C:45]([O:49][CH3:50])=[CH:44][CH:43]=3)[CH:4]=[CH:5][CH:10]=[CH:11][CH:12]=1, predict the reactants needed to synthesize it.